From a dataset of Reaction yield outcomes from USPTO patents with 853,638 reactions. Predict the reaction yield, written as a fraction of the theoretical maximum amount of product (1.0 means a 100% yield; for example, 0.34 means a 34% yield). The product is [F:37][CH:38]([F:40])[N:22]([C:16]1[CH:17]=[CH:18][CH:19]=[C:20]2[C:15]=1[NH:14][C:13]([C:11]1[S:12][CH:8]([CH2:7][N:4]3[CH2:3][CH2:2][O:1][CH2:6][CH2:5]3)[CH2:9][N:10]=1)=[CH:21]2)[S:23]([C:26]1[S:27][CH:28]=[CH:29][CH:30]=1)(=[O:24])=[O:25]. The catalyst is CN(C)C=O.C(OCC)(=O)C. The yield is 0.270. The reactants are [O:1]1[CH2:6][CH2:5][N:4]([CH2:7][CH:8]2[S:12][C:11]([C:13]3[NH:14][C:15]4[C:20]([CH:21]=3)=[CH:19][CH:18]=[CH:17][C:16]=4[NH:22][S:23]([C:26]3[S:27][CH:28]=[CH:29][CH:30]=3)(=[O:25])=[O:24])=[N:10][CH2:9]2)[CH2:3][CH2:2]1.C(=O)([O-])[O-].[K+].[K+].[F:37][CH:38]([F:40])I.